This data is from Full USPTO retrosynthesis dataset with 1.9M reactions from patents (1976-2016). The task is: Predict the reactants needed to synthesize the given product. (1) The reactants are: [OH:1][C@H:2]([CH2:24][NH:25][CH2:26][C:27]1[CH:28]=[N:29][CH:30]=[C:31]([CH:33]([CH3:35])[CH3:34])[CH:32]=1)[C@@H:3]([NH:11][C:12]([C:14]1[CH:15]=[C:16]([CH:21]=[CH:22][CH:23]=1)[C:17]([O:19]C)=[O:18])=[O:13])[CH2:4][C:5]1[CH:10]=[CH:9][CH:8]=[CH:7][CH:6]=1.[OH-].[Na+]. Given the product [OH:1][C@H:2]([CH2:24][NH:25][CH2:26][C:27]1[CH:28]=[N:29][CH:30]=[C:31]([CH:33]([CH3:35])[CH3:34])[CH:32]=1)[C@@H:3]([NH:11][C:12]([C:14]1[CH:15]=[C:16]([CH:21]=[CH:22][CH:23]=1)[C:17]([OH:19])=[O:18])=[O:13])[CH2:4][C:5]1[CH:6]=[CH:7][CH:8]=[CH:9][CH:10]=1, predict the reactants needed to synthesize it. (2) Given the product [Br:1][C:2]1[CH:3]=[CH:4][CH:5]=[C:6]([CH2:8][Br:10])[N:7]=1, predict the reactants needed to synthesize it. The reactants are: [Br:1][C:2]1[N:7]=[C:6]([CH2:8]O)[CH:5]=[CH:4][CH:3]=1.[Br:10]N1C(=O)CCC1=O. (3) Given the product [Br:41][C:11]1[C:10]2[C:5](=[CH:6][CH:7]=[C:8]([C:13]([NH:15][C:16]3[C:21]([CH3:22])=[CH:20][C:19]([C:23]([F:35])([C:28]([F:34])([F:33])[C:29]([F:32])([F:31])[F:30])[C:24]([F:27])([F:26])[F:25])=[CH:18][C:17]=3[CH2:36][CH3:37])=[O:14])[CH:9]=2)[N:4]=[C:3]([C:1]#[N:2])[CH:12]=1, predict the reactants needed to synthesize it. The reactants are: [C:1]([C:3]1[CH:12]=[CH:11][C:10]2[C:5](=[CH:6][CH:7]=[C:8]([C:13]([NH:15][C:16]3[C:21]([CH3:22])=[CH:20][C:19]([C:23]([F:35])([C:28]([F:34])([F:33])[C:29]([F:32])([F:31])[F:30])[C:24]([F:27])([F:26])[F:25])=[CH:18][C:17]=3[CH2:36][CH3:37])=[O:14])[CH:9]=2)[N+:4]=1[O-])#[N:2].P(Br)(Br)([Br:41])=O.C(=O)([O-])O.[Na+]. (4) Given the product [F:1][C:2]1[CH:7]=[CH:6][C:5]([N:8]2[CH2:17][CH2:16][O:15][CH2:14][CH2:13]2)=[CH:4][C:3]=1[N+:9]([O-:11])=[O:10], predict the reactants needed to synthesize it. The reactants are: [F:1][C:2]1[CH:7]=[CH:6][C:5]([NH2:8])=[CH:4][C:3]=1[N+:9]([O-:11])=[O:10].Br[CH2:13][CH2:14][O:15][CH2:16][CH2:17]Br.C(=O)([O-])[O-].[K+].[K+].[I-].[K+]. (5) Given the product [C:1]12([C:11](=[O:25])[CH2:12][S:13]([CH2:14][C:15]3[CH:16]=[CH:17][C:18]([C:21]([CH3:22])([CH3:24])[CH3:23])=[CH:19][CH:20]=3)=[O:34])[CH2:10][CH:5]3[CH2:6][CH:7]([CH2:9][CH:3]([CH2:4]3)[CH2:2]1)[CH2:8]2, predict the reactants needed to synthesize it. The reactants are: [C:1]12([C:11](=[O:25])[CH2:12][S:13][CH2:14][C:15]3[CH:20]=[CH:19][C:18]([C:21]([CH3:24])([CH3:23])[CH3:22])=[CH:17][CH:16]=3)[CH2:10][CH:5]3[CH2:6][CH:7]([CH2:9][CH:3]([CH2:4]3)[CH2:2]1)[CH2:8]2.C1C=C(Cl)C=C(C(OO)=[O:34])C=1. (6) The reactants are: [OH:1][C@@:2]1([C:16]([OH:18])=[O:17])[C:10]2[CH:9]=[C:8]([CH:11](C)[CH3:12])[S:7][C:6]=2[C@@H:5]([OH:14])[C@H:4]([OH:15])[CH2:3]1.C(C1SC=CC=1)=C. Given the product [CH2:11]([C:8]1[S:7][C:6]2[C@@H:5]([OH:14])[C@H:4]([OH:15])[CH2:3][C@:2]([OH:1])([C:16]([OH:18])=[O:17])[C:10]=2[CH:9]=1)[CH3:12], predict the reactants needed to synthesize it.